Predict the product of the given reaction. From a dataset of Forward reaction prediction with 1.9M reactions from USPTO patents (1976-2016). (1) Given the reactants [F:1][C:2]1[C:10]([C:11]2[CH:16]=[CH:15][C:14]([CH3:17])=[CH:13][N:12]=2)=[CH:9][C:8]([N:18]2[C:22]([CH:23]([CH3:25])[CH3:24])=[N:21][N:20]=[N:19]2)=[CH:7][C:3]=1[C:4]([OH:6])=O.[CH3:26][C:27]1[N:28]=[CH:29][C:30]([CH2:33][NH2:34])=[N:31][CH:32]=1, predict the reaction product. The product is: [F:1][C:2]1[C:10]([C:11]2[CH:16]=[CH:15][C:14]([CH3:17])=[CH:13][N:12]=2)=[CH:9][C:8]([N:18]2[C:22]([CH:23]([CH3:25])[CH3:24])=[N:21][N:20]=[N:19]2)=[CH:7][C:3]=1[C:4]([NH:34][CH2:33][C:30]1[CH:29]=[N:28][C:27]([CH3:26])=[CH:32][N:31]=1)=[O:6]. (2) The product is: [Cl:11][C:12]1[C:13]2[N:19]([CH2:20][CH:21]([CH3:23])[CH3:22])[C:6]([C:5]3[CH:4]=[N:3][C:2]([Cl:1])=[CH:10][CH:9]=3)=[N:18][C:14]=2[CH:15]=[CH:16][CH:17]=1. Given the reactants [Cl:1][C:2]1[CH:10]=[CH:9][C:5]([C:6](Cl)=O)=[CH:4][N:3]=1.[Cl:11][C:12]1[CH:17]=[CH:16][CH:15]=[C:14]([NH2:18])[C:13]=1[NH:19][CH2:20][CH:21]([CH3:23])[CH3:22], predict the reaction product. (3) Given the reactants Br[C:2]1[CH:11]=[CH:10][C:9]2[N:8]=[CH:7][C:6]3[N:12]([CH3:23])[C:13](=[O:22])[N:14]([C:15]4[C:16]([CH3:21])=[N:17][N:18]([CH3:20])[CH:19]=4)[C:5]=3[C:4]=2[CH:3]=1.[CH:24]([O:27][C:28]1[C:29]([CH2:43][OH:44])=[N:30][CH:31]=[C:32](B2OC(C)(C)C(C)(C)O2)[CH:33]=1)([CH3:26])[CH3:25], predict the reaction product. The product is: [CH3:20][N:18]1[CH:19]=[C:15]([N:14]2[C:5]3[C:4]4[CH:3]=[C:2]([C:32]5[CH:31]=[N:30][C:29]([CH2:43][OH:44])=[C:28]([O:27][CH:24]([CH3:26])[CH3:25])[CH:33]=5)[CH:11]=[CH:10][C:9]=4[N:8]=[CH:7][C:6]=3[N:12]([CH3:23])[C:13]2=[O:22])[C:16]([CH3:21])=[N:17]1. (4) Given the reactants Br[C:2]1[C:3]2[C:4]3[CH:17]=[CH:16][S:15][C:5]=3[C:6](=[O:14])[NH:7][C:8]=2[CH:9]=[CH:10][C:11]=1[O:12][CH3:13].[C:18]([O:22][C:23]([NH:25][CH2:26][C:27]1[S:31][C:30](B(O)O)=[CH:29][CH:28]=1)=[O:24])([CH3:21])([CH3:20])[CH3:19], predict the reaction product. The product is: [C:18]([O:22][C:23](=[O:24])[NH:25][CH2:26][C:27]1[S:31][C:30]([C:2]2[C:3]3[C:4]4[CH:17]=[CH:16][S:15][C:5]=4[C:6](=[O:14])[NH:7][C:8]=3[CH:9]=[CH:10][C:11]=2[O:12][CH3:13])=[CH:29][CH:28]=1)([CH3:21])([CH3:19])[CH3:20].